This data is from Forward reaction prediction with 1.9M reactions from USPTO patents (1976-2016). The task is: Predict the product of the given reaction. (1) The product is: [C:14]([O:18][C:19]([N:21]([OH:22])[C:4]1([CH2:1][CH:2]=[CH2:3])[C:5](=[O:12])[NH:6][C:7](=[O:11])[NH:8][C:9]1=[O:10])=[O:20])([CH3:17])([CH3:16])[CH3:15]. Given the reactants [CH2:1]([CH:4]1[C:9](=[O:10])[NH:8][C:7](=[O:11])[NH:6][C:5]1=[O:12])[CH:2]=[CH2:3].[Na].[C:14]([O:18][C:19]([NH:21][OH:22])=[O:20])([CH3:17])([CH3:16])[CH3:15].I([O-])(=O)(=O)=O.[Na+], predict the reaction product. (2) Given the reactants [C:1]([C:4]1[CH:9]=[C:8]([I:10])[CH:7]=[C:6]([CH3:11])[C:5]=1[NH:12]C(=O)C(F)(F)F)(=[O:3])[CH3:2].[OH-].[Na+].O, predict the reaction product. The product is: [NH2:12][C:5]1[C:6]([CH3:11])=[CH:7][C:8]([I:10])=[CH:9][C:4]=1[C:1](=[O:3])[CH3:2]. (3) Given the reactants Cl[C:2]1[N:3]=[N:4][C:5](Cl)=[CH:6][C:7]=1[CH:8]([N:11]1[C:19](=[O:20])[C:18]2[C:13](=[CH:14][CH:15]=[CH:16][CH:17]=2)[C:12]1=[O:21])[CH2:9][CH3:10].C(N(CC)CC)C.[H][H], predict the reaction product. The product is: [N:4]1[CH:5]=[CH:6][C:7]([CH:8]([N:11]2[C:19](=[O:20])[C:18]3[C:13](=[CH:14][CH:15]=[CH:16][CH:17]=3)[C:12]2=[O:21])[CH2:9][CH3:10])=[CH:2][N:3]=1. (4) The product is: [Cl:1][C:2]1[N:7]=[C:6]([CH2:8][C:9]2[CH:16]=[CH:15][CH:14]=[CH:13][C:10]=2[CH2:11][NH2:12])[CH:5]=[CH:4][N:3]=1. Given the reactants [Cl:1][C:2]1[N:7]=[C:6]([CH2:8][C:9]2[CH:16]=[CH:15][CH:14]=[CH:13][C:10]=2[C:11]#[N:12])[CH:5]=[CH:4][N:3]=1.[BH4-].[Na+].C(=O)(O)[O-].[Na+], predict the reaction product.